This data is from Full USPTO retrosynthesis dataset with 1.9M reactions from patents (1976-2016). The task is: Predict the reactants needed to synthesize the given product. (1) Given the product [CH2:44]([O:46][C:47]([C:49]1[CH:50]=[N:51][N:52]([C:32]2[N:31]([S:28](=[O:30])(=[O:29])[N:27]([CH3:43])[CH3:26])[C:35]3[CH:36]=[C:37]([Cl:41])[C:38]([Cl:40])=[CH:39][C:34]=3[N:33]=2)[CH:53]=1)=[O:48])[CH3:45], predict the reactants needed to synthesize it. The reactants are: ClC1NC2C=C(Cl)C(Cl)=CC=2N=1.C([O-])([O-])=O.[K+].[K+].CN(C)S(Cl)(=O)=O.[CH3:26][N:27]([CH3:43])[S:28]([N:31]1[C:35]2[CH:36]=[C:37]([Cl:41])[C:38]([Cl:40])=[CH:39][C:34]=2[N:33]=[C:32]1Cl)(=[O:30])=[O:29].[CH2:44]([O:46][C:47]([C:49]1[CH:50]=[N:51][NH:52][CH:53]=1)=[O:48])[CH3:45]. (2) Given the product [O:4]=[C:1]1[CH2:12][CH2:13][C@H:14]([C:15]2[CH:22]=[CH:21][C:18]([C:19]#[N:20])=[CH:17][CH:16]=2)[N:9]2[CH:8]=[N:7][CH:6]=[C:10]12, predict the reactants needed to synthesize it. The reactants are: [C:1]([O-:4])(O)=O.[Na+].[CH:6]1[N:7]=[CH:8][N:9]2[C@@H:14]([C:15]3[CH:22]=[CH:21][C:18]([C:19]#[N:20])=[CH:17][CH:16]=3)[CH2:13][CH2:12]C[C:10]=12.C(OO)(C)(C)C. (3) Given the product [CH3:1][C:2]1[N:6]([CH2:7][CH2:8][O:9][C:15]([CH2:16][CH2:17][C:18]([OH:20])=[O:19])=[O:21])[C:5]([N+:10]([O-:12])=[O:11])=[CH:4][N:3]=1, predict the reactants needed to synthesize it. The reactants are: [CH3:1][C:2]1[N:6]([CH2:7][CH2:8][OH:9])[C:5]([N+:10]([O-:12])=[O:11])=[CH:4][N:3]=1.[OH-].[Na+].[C:15]1(=[O:21])[O:20][C:18](=[O:19])[CH2:17][CH2:16]1. (4) Given the product [CH3:8][C:4]1[CH:5]=[N:6][CH:7]=[C:2]([OH:26])[N+:3]=1[O-:24], predict the reactants needed to synthesize it. The reactants are: Cl[C:2]1[CH:7]=[N:6][CH:5]=[C:4]([CH3:8])[N:3]=1.[O-]S(OOS([O-])(=O)=O)(=O)=O.[K+].[K+].C(O)C.[OH-:24].[Ca+2].[OH-:26]. (5) Given the product [C:1]([N:9]1[CH2:22][CH2:21][C:20]2[C:19]3[CH:18]=[C:17]([C:24]4[CH:29]=[CH:28][CH:27]=[CH:26][CH:25]=4)[CH:16]=[CH:15][C:14]=3[NH:13][C:12]=2[CH2:11][CH2:10]1)(=[O:8])[C:2]1[CH:7]=[CH:6][CH:5]=[CH:4][CH:3]=1, predict the reactants needed to synthesize it. The reactants are: [C:1]([N:9]1[CH2:22][CH2:21][C:20]2[C:19]3[CH:18]=[C:17](Br)[CH:16]=[CH:15][C:14]=3[NH:13][C:12]=2[CH2:11][CH2:10]1)(=[O:8])[C:2]1[CH:7]=[CH:6][CH:5]=[CH:4][CH:3]=1.[C:24]1(B(O)O)[CH:29]=[CH:28][CH:27]=[CH:26][CH:25]=1.CCOC(C)=O.CCCCCC. (6) Given the product [Cl:1][C:2]1[CH:3]=[C:4]([CH:17]=[CH:18][C:19]=1[Cl:20])[CH2:5][NH:6][C:7]([NH:9][C:10]1[S:11][CH:12]=[C:13]([CH2:15][I:21])[N:14]=1)=[O:8], predict the reactants needed to synthesize it. The reactants are: [Cl:1][C:2]1[CH:3]=[C:4]([CH:17]=[CH:18][C:19]=1[Cl:20])[CH2:5][NH:6][C:7]([NH:9][C:10]1[S:11][CH:12]=[C:13]([CH2:15]Cl)[N:14]=1)=[O:8].[I-:21].[Na+]. (7) Given the product [F:12][C:11]([F:14])([F:13])[C:8]1[CH:9]=[CH:10][C:5]([C:3]2[N:16]=[C:15]([SH:18])[S:17][CH:2]=2)=[CH:6][CH:7]=1, predict the reactants needed to synthesize it. The reactants are: Br[CH2:2][C:3]([C:5]1[CH:10]=[CH:9][C:8]([C:11]([F:14])([F:13])[F:12])=[CH:7][CH:6]=1)=O.[C:15](=[S:18])([S-:17])[NH2:16].[NH4+]. (8) Given the product [NH2:1][C:2]([CH3:19])([CH3:18])[C@H:3]([NH:8][C:9](=[O:17])[C:10]1[CH:15]=[CH:14][C:13]([C:24]#[C:23]/[CH:22]=[CH:21]/[CH2:20][OH:25])=[CH:12][CH:11]=1)[C:4]([O:6][CH3:7])=[O:5], predict the reactants needed to synthesize it. The reactants are: [NH2:1][C:2]([CH3:19])([CH3:18])[C@H:3]([NH:8][C:9](=[O:17])[C:10]1[CH:15]=[CH:14][C:13](I)=[CH:12][CH:11]=1)[C:4]([O:6][CH3:7])=[O:5].[CH2:20]([OH:25])/[CH:21]=[CH:22]/[C:23]#[CH:24].C(N(CC)CC)C. (9) Given the product [CH:13]1([N:16]([CH2:17][C:18]2[CH:23]=[CH:22][CH:21]=[C:20]([N:24]3[CH:28]=[CH:27][C:26]([C:29]([F:31])([F:32])[F:30])=[N:25]3)[CH:19]=2)[C:8]([C:7]2[C:3]([CH:2]([F:12])[F:1])=[N:4][N:5]([CH3:11])[CH:6]=2)=[O:9])[CH2:15][CH2:14]1, predict the reactants needed to synthesize it. The reactants are: [F:1][CH:2]([F:12])[C:3]1[C:7]([C:8](O)=[O:9])=[CH:6][N:5]([CH3:11])[N:4]=1.[CH:13]1([NH:16][CH2:17][C:18]2[CH:23]=[CH:22][CH:21]=[C:20]([N:24]3[CH:28]=[CH:27][C:26]([C:29]([F:32])([F:31])[F:30])=[N:25]3)[CH:19]=2)[CH2:15][CH2:14]1.C(N(CC)CC)C. (10) Given the product [F:13][C:2]([F:1])([F:14])[C:3]1[CH:4]=[CH:5][C:6]([C:7]([OH:9])([CH2:15][CH3:16])[CH2:19][CH3:20])=[CH:11][CH:12]=1, predict the reactants needed to synthesize it. The reactants are: [F:1][C:2]([F:14])([F:13])[C:3]1[CH:12]=[CH:11][C:6]([C:7]([O:9]C)=O)=[CH:5][CH:4]=1.[CH2:15]([Mg]Br)[CH3:16].[CH3:19][CH2:20]OCC.